Predict the reactants needed to synthesize the given product. From a dataset of Full USPTO retrosynthesis dataset with 1.9M reactions from patents (1976-2016). (1) Given the product [CH2:28]([O:30][CH:31]([O:43][CH2:44][CH3:45])[C:32]1[O:40][C:39]2[C:38]([C:41]#[C:42][C:2]3[CH:3]=[C:4]([CH3:8])[CH:5]=[CH:6][CH:7]=3)=[CH:37][N:36]=[CH:35][C:34]=2[CH:33]=1)[CH3:29], predict the reactants needed to synthesize it. The reactants are: I[C:2]1[CH:3]=[C:4]([CH3:8])[CH:5]=[CH:6][CH:7]=1.C1(P(C2C=CC=CC=2)C2C=CC=CC=2)C=CC=CC=1.[CH2:28]([O:30][CH:31]([O:43][CH2:44][CH3:45])[C:32]1[O:40][C:39]2[C:38]([C:41]#[CH:42])=[CH:37][N:36]=[CH:35][C:34]=2[CH:33]=1)[CH3:29]. (2) Given the product [CH3:1][CH2:2][C@H:3]1[C:7]2=[CH:8][C:9]3[NH:13][C:12]4[C:14]([C@@H:57]([C:60]([O:62][CH3:63])=[O:61])[C:58](=[O:59])[C:11]=4[C:10]=3[CH3:64])=[C:15]3[N:19]=[C:18]([CH:20]=[C:21]4[NH:26][C:24](=[CH:25][C:5](=[N:6]2)[C@@H:4]1[CH3:65])[C:23]([C:27]([CH3:29])=[O:28])=[C:22]4[CH3:30])[C@@H:17]([CH3:31])[C@@H:16]3[CH2:32][CH2:33][C:34]([OH:36])=[O:35], predict the reactants needed to synthesize it. The reactants are: [CH3:1][CH2:2][C@H:3]1[C:7]2=[CH:8][C:9]3[N-:13][C:12]4[C:14]([C@@H:57]([C:60]([O:62][CH3:63])=[O:61])[C:58](=[O:59])[C:11]=4[C:10]=3[CH3:64])=[C:15]3[N:19]=[C:18]([CH:20]=[C:21]4[N-:26][C:24](=[CH:25][C:5](=[N:6]2)[C@@H:4]1[CH3:65])[C:23]([C:27]([CH3:29])=[O:28])=[C:22]4[CH3:30])[C@@H:17]([CH3:31])[C@@H:16]3[CH2:32][CH2:33][C:34]([O:36]C/C=C(/CCC[C@@H](CCC[C@@H](CCCC(C)C)C)C)\C)=[O:35].[Mg+2].